Dataset: Cav3 T-type calcium channel HTS with 100,875 compounds. Task: Binary Classification. Given a drug SMILES string, predict its activity (active/inactive) in a high-throughput screening assay against a specified biological target. The compound is O(C(=O)c1[nH]c(c(c1C)C(OCC)=O)C)CC(=O)NCCC. The result is 0 (inactive).